Dataset: Rat liver microsome stability data. Task: Regression/Classification. Given a drug SMILES string, predict its absorption, distribution, metabolism, or excretion properties. Task type varies by dataset: regression for continuous measurements (e.g., permeability, clearance, half-life) or binary classification for categorical outcomes (e.g., BBB penetration, CYP inhibition). Dataset: rlm. (1) The molecule is C[C@H](NS(=O)(=O)c1ccc(-c2sc(NC(=O)CC(C)(C)O)nc2C(=O)N2CCC(F)CC2)c(Cl)c1Cl)C(F)(F)F. The result is 0 (unstable in rat liver microsomes). (2) The compound is COCc1ncn(-c2ncc(OC)c3c(C(=O)C(=O)N4CCN(C(=O)c5ccccc5)[C@H](C)C4)c[nH]c23)n1. The result is 0 (unstable in rat liver microsomes).